Dataset: hERG potassium channel inhibition data for cardiac toxicity prediction from Karim et al.. Task: Regression/Classification. Given a drug SMILES string, predict its toxicity properties. Task type varies by dataset: regression for continuous values (e.g., LD50, hERG inhibition percentage) or binary classification for toxic/non-toxic outcomes (e.g., AMES mutagenicity, cardiotoxicity, hepatotoxicity). Dataset: herg_karim. (1) The molecule is Cc1cc([C@@H]2C[C@H]3CSC(N)=N[C@@]3(c3ccc(F)cc3F)CO2)on1. The result is 1 (blocker). (2) The drug is CC[C@H](C)[C@H](C(=O)O)N1CC(CN2CCC(c3cc(Cc4ccc(-c5ccccc5)cc4)nn3CC)CC2)[C@@H](c2cccc(F)c2)C1. The result is 1 (blocker).